From a dataset of Full USPTO retrosynthesis dataset with 1.9M reactions from patents (1976-2016). Predict the reactants needed to synthesize the given product. (1) Given the product [CH3:18][C:17]1[O:16][N:15]=[C:14]([C:19]2[CH:24]=[CH:23][CH:22]=[CH:21][CH:20]=2)[C:13]=1[C:10]1[O:9][C:8]([C:5]2[CH:6]=[CH:7][C:2]([NH:25][CH:26]3[CH2:31][CH2:30][O:29][CH2:28][CH2:27]3)=[N:3][CH:4]=2)=[N:12][N:11]=1, predict the reactants needed to synthesize it. The reactants are: Cl[C:2]1[CH:7]=[CH:6][C:5]([C:8]2[O:9][C:10]([C:13]3[C:14]([C:19]4[CH:24]=[CH:23][CH:22]=[CH:21][CH:20]=4)=[N:15][O:16][C:17]=3[CH3:18])=[N:11][N:12]=2)=[CH:4][N:3]=1.[NH2:25][CH:26]1[CH2:31][CH2:30][O:29][CH2:28][CH2:27]1. (2) Given the product [CH:21]1([CH2:24][C@H:25]([NH:31][C:12]([C:10]2[CH:9]=[CH:8][C:7]([N:15]3[CH2:18][C:17]([F:20])([F:19])[CH2:16]3)=[C:6]([O:5][CH2:4][CH:1]3[CH2:2][CH2:3]3)[N:11]=2)=[O:14])[C:26]2[S:27][CH:28]=[CH:29][N:30]=2)[CH2:23][CH2:22]1, predict the reactants needed to synthesize it. The reactants are: [CH:1]1([CH2:4][O:5][C:6]2[N:11]=[C:10]([C:12]([OH:14])=O)[CH:9]=[CH:8][C:7]=2[N:15]2[CH2:18][C:17]([F:20])([F:19])[CH2:16]2)[CH2:3][CH2:2]1.[CH:21]1([CH2:24][C@H:25]([NH:31]C(C2C=CC(C3CCOCC3)=C(OCC3CC3)N=2)=O)[C:26]2[S:27][CH:28]=[CH:29][N:30]=2)[CH2:23][CH2:22]1. (3) Given the product [F:1][C:2]1[CH:3]=[C:4]([C:9](=[O:20])[C:10]([C:12]2[CH:13]=[C:14]([CH3:19])[CH:15]=[C:16]([CH3:18])[CH:17]=2)=[O:11])[CH:5]=[C:6]([F:8])[CH:7]=1, predict the reactants needed to synthesize it. The reactants are: [F:1][C:2]1[CH:3]=[C:4]([C:9](=[O:20])[CH:10]([C:12]2[CH:17]=[C:16]([CH3:18])[CH:15]=[C:14]([CH3:19])[CH:13]=2)[OH:11])[CH:5]=[C:6]([F:8])[CH:7]=1.[N+]([O-])([O-])=O.[NH4+].C(OCC)(=O)C. (4) Given the product [Cl:64][C:61]1[CH:62]=[CH:63][C:58]([C:56]2[C:55]3[CH:65]=[C:66]([O:69][CH3:70])[CH:67]=[CH:68][C:54]=3[N:53]3[C:71]([CH3:74])=[N:72][N:73]=[C:52]3[C@H:51]([CH2:50][C:49]([NH:48][CH2:47][CH2:46][CH2:45][CH2:44][CH2:43][NH:42][C:5](=[O:7])[C:4]3[CH:8]=[CH:9][C:10]([OH:11])=[C:2]([OH:1])[CH:3]=3)=[O:75])[N:57]=2)=[CH:59][CH:60]=1, predict the reactants needed to synthesize it. The reactants are: [OH:1][C:2]1[CH:3]=[C:4]([CH:8]=[CH:9][C:10]=1[OH:11])[C:5]([OH:7])=O.CCN=C=NCCCN(C)C.CCN(C(C)C)C(C)C.C1C=CC2N(O)N=NC=2C=1.[NH2:42][CH2:43][CH2:44][CH2:45][CH2:46][CH2:47][NH:48][C:49](=[O:75])[CH2:50][C@@H:51]1[N:57]=[C:56]([C:58]2[CH:63]=[CH:62][C:61]([Cl:64])=[CH:60][CH:59]=2)[C:55]2[CH:65]=[C:66]([O:69][CH3:70])[CH:67]=[CH:68][C:54]=2[N:53]2[C:71]([CH3:74])=[N:72][N:73]=[C:52]12. (5) The reactants are: Br[CH2:2][C:3]1([CH3:19])[CH2:18][CH2:17][CH2:16][C:5]2([O:9][C:8](=[O:10])[N:7]([CH2:11][C:12]([CH3:15])([CH3:14])[CH3:13])[CH2:6]2)[CH2:4]1.[N-:20]=[N+:21]=[N-:22].[Na+]. Given the product [N:20]([CH2:2][C:3]1([CH3:19])[CH2:18][CH2:17][CH2:16][C:5]2([O:9][C:8](=[O:10])[N:7]([CH2:11][C:12]([CH3:15])([CH3:14])[CH3:13])[CH2:6]2)[CH2:4]1)=[N+:21]=[N-:22], predict the reactants needed to synthesize it. (6) Given the product [C:4]1([S:10]([N:13]2[C:23]3[C:24]4[C:15]([CH2:16][NH:17][CH2:18][C:19]=4[CH:20]=[CH:21][CH:22]=3)=[CH:14]2)(=[O:12])=[O:11])[CH:5]=[CH:6][CH:7]=[CH:8][CH:9]=1, predict the reactants needed to synthesize it. The reactants are: S(C)C.[C:4]1([S:10]([N:13]2[C:23]3[C:24]4[C:15]([CH2:16][NH:17][C:18](=O)[C:19]=4[CH:20]=[CH:21][CH:22]=3)=[CH:14]2)(=[O:12])=[O:11])[CH:9]=[CH:8][CH:7]=[CH:6][CH:5]=1.